From a dataset of Forward reaction prediction with 1.9M reactions from USPTO patents (1976-2016). Predict the product of the given reaction. (1) Given the reactants Cl[CH:2]([C:8](=O)[C:9]([F:12])([F:11])[F:10])[C:3]([O:5][CH2:6][CH3:7])=[O:4].[Cl:14][C:15]1[CH:23]=[CH:22][C:18]([C:19]([NH2:21])=[S:20])=[CH:17][CH:16]=1.O.C1(C)C=CC(S(O)(=O)=O)=CC=1, predict the reaction product. The product is: [CH2:6]([O:5][C:3]([C:2]1[S:20][C:19]([C:18]2[CH:22]=[CH:23][C:15]([Cl:14])=[CH:16][CH:17]=2)=[N:21][C:8]=1[C:9]([F:12])([F:11])[F:10])=[O:4])[CH3:7]. (2) Given the reactants Cl[C:2]1[N:11]=[CH:10][CH:9]=[C:8]2[C:3]=1[C:4]1[CH:16]=[C:15]([F:17])[CH:14]=[CH:13][C:5]=1[N:6]=[C:7]2Cl.[F:18][C:19]([F:26])([F:25])[C@@H:20]([NH2:24])[CH:21]([CH3:23])[CH3:22].C[Si]([N-][Si](C)(C)C)(C)C.[Li+].C1C[O:40]CC1, predict the reaction product. The product is: [F:17][C:15]1[CH:14]=[CH:13][C:5]2[N:6]=[C:7]([NH:24][C@H:20]([C:19]([F:26])([F:25])[F:18])[CH:21]([CH3:23])[CH3:22])[C:8]3[CH:9]=[CH:10][NH:11][C:2](=[O:40])[C:3]=3[C:4]=2[CH:16]=1. (3) Given the reactants Cl[C:2]1[C:11]2[C:6](=[CH:7][CH:8]=[CH:9][C:10]=2[F:12])[N:5]=[CH:4][N:3]=1.[Cl:13][C:14]1[CH:15]=[C:16]([CH:18]=[CH:19][C:20]=1[O:21][CH2:22][C:23]1[CH:28]=[CH:27][CH:26]=[CH:25][N:24]=1)[NH2:17], predict the reaction product. The product is: [Cl:13][C:14]1[CH:15]=[C:16]([CH:18]=[CH:19][C:20]=1[O:21][CH2:22][C:23]1[CH:28]=[CH:27][CH:26]=[CH:25][N:24]=1)[NH:17][C:2]1[C:11]2[C:6](=[CH:7][CH:8]=[CH:9][C:10]=2[F:12])[N:5]=[CH:4][N:3]=1.